From a dataset of Peptide-MHC class I binding affinity with 185,985 pairs from IEDB/IMGT. Regression. Given a peptide amino acid sequence and an MHC pseudo amino acid sequence, predict their binding affinity value. This is MHC class I binding data. (1) The peptide sequence is RRRPVTRPL. The MHC is HLA-B27:20 with pseudo-sequence HLA-B27:20. The binding affinity (normalized) is 1.00. (2) The peptide sequence is AYIDNYNKV. The MHC is HLA-A33:01 with pseudo-sequence HLA-A33:01. The binding affinity (normalized) is 0. (3) The MHC is HLA-B83:01 with pseudo-sequence HLA-B83:01. The binding affinity (normalized) is 0.659. The peptide sequence is MPMSMPIPM. (4) The peptide sequence is ATFEAVLAK. The MHC is BoLA-T2a with pseudo-sequence BoLA-T2a. The binding affinity (normalized) is 0.394. (5) The peptide sequence is VMNSNTLLSAW. The MHC is HLA-A01:01 with pseudo-sequence HLA-A01:01. The binding affinity (normalized) is 0. (6) The peptide sequence is KMNYQVNGY. The MHC is HLA-A23:01 with pseudo-sequence HLA-A23:01. The binding affinity (normalized) is 0.